From a dataset of Reaction yield outcomes from USPTO patents with 853,638 reactions. Predict the reaction yield, written as a fraction of the theoretical maximum amount of product (1.0 means a 100% yield; for example, 0.34 means a 34% yield). (1) The reactants are [N:1]1([C:7]([O:9][C:10]([CH3:13])([CH3:12])[CH3:11])=[O:8])[CH2:6][CH2:5][NH:4][CH2:3][CH2:2]1.[Li+].C[Si]([N-][Si](C)(C)C)(C)C.Cl[C:25]1[O:29][N:28]=[C:27]([C:30]2[CH:39]=[CH:38][C:37]3[C:32](=[CH:33][CH:34]=[CH:35][CH:36]=3)[N:31]=2)[CH:26]=1. The catalyst is C1COCC1. The product is [N:31]1[C:32]2[C:37](=[CH:36][CH:35]=[CH:34][CH:33]=2)[CH:38]=[CH:39][C:30]=1[C:27]1[CH:26]=[C:25]([N:4]2[CH2:5][CH2:6][N:1]([C:7]([O:9][C:10]([CH3:13])([CH3:12])[CH3:11])=[O:8])[CH2:2][CH2:3]2)[O:29][N:28]=1. The yield is 0.730. (2) The reactants are Br[CH2:2][CH2:3][CH2:4][CH2:5][C:6]([O:8][C:9]([CH3:12])([CH3:11])[CH3:10])=[O:7].[OH:13][C:14]1[C:15](=[O:25])[C:16]2[C:21]([C:22](=[O:24])[CH:23]=1)=[CH:20][CH:19]=[CH:18][CH:17]=2. The catalyst is C1C=CC=CC=1.[Ag]. The product is [O:25]=[C:15]1[C:16]2[C:21](=[CH:20][CH:19]=[CH:18][CH:17]=2)[C:22]([O:24][CH2:2][CH2:3][CH2:4][CH2:5][C:6]([O:8][C:9]([CH3:12])([CH3:11])[CH3:10])=[O:7])=[CH:23][C:14]1=[O:13]. The yield is 0.300. (3) The reactants are [CH2:1]([N:3]1[C:7]([C:8]([NH2:10])=[O:9])=[C:6]([NH2:11])[C:5]([CH2:12][CH2:13][CH3:14])=[N:4]1)[CH3:2].C(N(CC)CC)C.N#N.[CH2:24]([O:26][C:27]1[CH:35]=[CH:34][CH:33]=[CH:32][C:28]=1[C:29](Cl)=[O:30])[CH3:25]. The catalyst is ClCCl. The product is [CH2:24]([O:26][C:27]1[CH:35]=[CH:34][CH:33]=[CH:32][C:28]=1[C:29]([NH:11][C:6]1[C:5]([CH2:12][CH2:13][CH3:14])=[N:4][N:3]([CH2:1][CH3:2])[C:7]=1[C:8]([NH2:10])=[O:9])=[O:30])[CH3:25]. The yield is 0.740. (4) The reactants are [Cl:1][C:2]1[CH:3]=[C:4]([NH:10]N=C2CCCCC2=O)[CH:5]=[C:6]([Cl:9])[C:7]=1[Cl:8].OS(O)(=O)=O.[C:24]([O-:27])([O-])=O.[Na+].[Na+]. The catalyst is CC#N. The product is [Cl:9][C:6]1[C:7]([Cl:8])=[C:2]([Cl:1])[CH:3]=[C:4]2[C:5]=1[C:2]1[CH2:7][CH2:6][CH2:5][C:24](=[O:27])[C:3]=1[NH:10]2. The yield is 0.160. (5) The reactants are [CH2:1]([O:3][C:4]([C:6]1[CH:7]=[N:8][C:9]2[C:14]([C:15]=1[Cl:16])=[CH:13][CH:12]=C[C:10]=2[O:17][CH3:18])=[O:5])[CH3:2].S(Cl)([Cl:22])(=O)=O.[CH:24]([Cl:27])(Cl)Cl. No catalyst specified. The product is [CH2:1]([O:3][C:4]([C:6]1[CH:7]=[N:8][C:9]2[C:14]([C:15]=1[Cl:16])=[C:13]([Cl:22])[CH:12]=[C:24]([Cl:27])[C:10]=2[O:17][CH3:18])=[O:5])[CH3:2]. The yield is 0.290. (6) The reactants are CC1C=CC(S(O[CH2:12][CH2:13][C:14]2[CH:19]=[CH:18][CH:17]=[CH:16][C:15]=2[C:20]([CH3:23])([CH3:22])[CH3:21])(=O)=O)=CC=1.[C:24]1([C:30]([C:38]2[CH:43]=[CH:42][CH:41]=[CH:40][CH:39]=2)([CH:32]2[CH2:37][CH2:36][NH:35][CH2:34][CH2:33]2)[OH:31])[CH:29]=[CH:28][CH:27]=[CH:26][CH:25]=1.C(#N)C. The catalyst is O. The product is [C:20]([C:15]1[CH:16]=[CH:17][CH:18]=[CH:19][C:14]=1[CH2:13][CH2:12][N:35]1[CH2:34][CH2:33][CH:32]([C:30]([C:38]2[CH:43]=[CH:42][CH:41]=[CH:40][CH:39]=2)([C:24]2[CH:25]=[CH:26][CH:27]=[CH:28][CH:29]=2)[OH:31])[CH2:37][CH2:36]1)([CH3:21])([CH3:22])[CH3:23]. The yield is 0.460.